From a dataset of Full USPTO retrosynthesis dataset with 1.9M reactions from patents (1976-2016). Predict the reactants needed to synthesize the given product. Given the product [Cl:19][C:15]1[C:12]2=[N:13][CH:14]=[C:9]([O:5][CH2:4][CH2:3][O:2][CH3:1])[N:10]=[C:11]2[CH:18]=[CH:17][N:16]=1, predict the reactants needed to synthesize it. The reactants are: [CH3:1][O:2][CH2:3][CH2:4][OH:5].[H-].[Na+].Cl[C:9]1[N:10]=[C:11]2[CH:18]=[CH:17][N:16]=[C:15]([Cl:19])[C:12]2=[N:13][CH:14]=1.